From a dataset of Catalyst prediction with 721,799 reactions and 888 catalyst types from USPTO. Predict which catalyst facilitates the given reaction. (1) Reactant: [C:1]([O:5][C:6]([NH:8][C@@H:9]([CH2:13][CH2:14][CH2:15][C@@H:16]([C@@H:22]([O:35][Si:36]([CH:43]([CH3:45])[CH3:44])([CH:40]([CH3:42])[CH3:41])[CH:37]([CH3:39])[CH3:38])[C@@H:23]([O:25]CC1C=CC(OC)=CC=1)[CH3:24])[CH2:17][CH2:18][CH:19]([CH3:21])[CH3:20])[C:10]([OH:12])=[O:11])=[O:7])([CH3:4])([CH3:3])[CH3:2]. The catalyst class is: 123. Product: [C:1]([O:5][C:6]([NH:8][C@@H:9]([CH2:13][CH2:14][CH2:15][C@@H:16]([C@@H:22]([O:35][Si:36]([CH:37]([CH3:39])[CH3:38])([CH:40]([CH3:42])[CH3:41])[CH:43]([CH3:45])[CH3:44])[C@@H:23]([OH:25])[CH3:24])[CH2:17][CH2:18][CH:19]([CH3:20])[CH3:21])[C:10]([OH:12])=[O:11])=[O:7])([CH3:4])([CH3:2])[CH3:3]. (2) Reactant: [OH-].[Na+].C([O:5][C:6](=[O:36])[CH2:7][S:8][C:9]1[CH:14]=[CH:13][C:12]([O:15][CH2:16][CH2:17][C@@H:18]([O:20][C:21]2[C:26]([O:27][C:28]3[CH:33]=[CH:32][CH:31]=[CH:30][CH:29]=3)=[CH:25][C:24]([Cl:34])=[CH:23][N:22]=2)[CH3:19])=[CH:11][C:10]=1[CH3:35])C.Cl. Product: [Cl:34][C:24]1[CH:25]=[C:26]([O:27][C:28]2[CH:29]=[CH:30][CH:31]=[CH:32][CH:33]=2)[C:21]([O:20][C@@H:18]([CH3:19])[CH2:17][CH2:16][O:15][C:12]2[CH:13]=[CH:14][C:9]([S:8][CH2:7][C:6]([OH:36])=[O:5])=[C:10]([CH3:35])[CH:11]=2)=[N:22][CH:23]=1. The catalyst class is: 8. (3) Reactant: [CH2:1]([O:3][C:4]([C:6]1[CH:7]=[C:8]([C:12]2[C:13]([C:18]3[CH:23]=[C:22]([Cl:24])[CH:21]=[CH:20][C:19]=3[OH:25])=[CH:14][CH:15]=[CH:16][CH:17]=2)[CH:9]=[CH:10][CH:11]=1)=[O:5])[CH3:2].C(=O)([O-])[O-].[K+].[K+].Br[CH2:33][CH2:34][CH:35]([CH3:37])[CH3:36].O. Product: [CH2:1]([O:3][C:4]([C:6]1[CH:7]=[C:8]([C:12]2[C:13]([C:18]3[CH:23]=[C:22]([Cl:24])[CH:21]=[CH:20][C:19]=3[O:25][CH2:33][CH2:34][CH:35]([CH3:37])[CH3:36])=[CH:14][CH:15]=[CH:16][CH:17]=2)[CH:9]=[CH:10][CH:11]=1)=[O:5])[CH3:2]. The catalyst class is: 3.